Dataset: NCI-60 drug combinations with 297,098 pairs across 59 cell lines. Task: Regression. Given two drug SMILES strings and cell line genomic features, predict the synergy score measuring deviation from expected non-interaction effect. (1) Drug 1: CS(=O)(=O)C1=CC(=C(C=C1)C(=O)NC2=CC(=C(C=C2)Cl)C3=CC=CC=N3)Cl. Drug 2: C(=O)(N)NO. Cell line: SN12C. Synergy scores: CSS=1.73, Synergy_ZIP=0.375, Synergy_Bliss=0.284, Synergy_Loewe=-0.0339, Synergy_HSA=0.159. (2) Drug 1: CNC(=O)C1=CC=CC=C1SC2=CC3=C(C=C2)C(=NN3)C=CC4=CC=CC=N4. Drug 2: CCC1=CC2CC(C3=C(CN(C2)C1)C4=CC=CC=C4N3)(C5=C(C=C6C(=C5)C78CCN9C7C(C=CC9)(C(C(C8N6C)(C(=O)OC)O)OC(=O)C)CC)OC)C(=O)OC.C(C(C(=O)O)O)(C(=O)O)O. Cell line: SF-268. Synergy scores: CSS=30.2, Synergy_ZIP=3.41, Synergy_Bliss=4.53, Synergy_Loewe=-11.4, Synergy_HSA=3.82. (3) Drug 1: CS(=O)(=O)C1=CC(=C(C=C1)C(=O)NC2=CC(=C(C=C2)Cl)C3=CC=CC=N3)Cl. Drug 2: CN1C2=C(C=C(C=C2)N(CCCl)CCCl)N=C1CCCC(=O)O.Cl. Cell line: UACC62. Synergy scores: CSS=1.90, Synergy_ZIP=-0.177, Synergy_Bliss=2.06, Synergy_Loewe=0.314, Synergy_HSA=1.26. (4) Drug 1: C1CCC(C1)C(CC#N)N2C=C(C=N2)C3=C4C=CNC4=NC=N3. Drug 2: CC(C1=C(C=CC(=C1Cl)F)Cl)OC2=C(N=CC(=C2)C3=CN(N=C3)C4CCNCC4)N. Cell line: IGROV1. Synergy scores: CSS=14.1, Synergy_ZIP=-2.29, Synergy_Bliss=2.54, Synergy_Loewe=1.92, Synergy_HSA=2.19. (5) Drug 1: CS(=O)(=O)CCNCC1=CC=C(O1)C2=CC3=C(C=C2)N=CN=C3NC4=CC(=C(C=C4)OCC5=CC(=CC=C5)F)Cl. Drug 2: CCN(CC)CCCC(C)NC1=C2C=C(C=CC2=NC3=C1C=CC(=C3)Cl)OC. Cell line: NCI/ADR-RES. Synergy scores: CSS=12.0, Synergy_ZIP=-4.49, Synergy_Bliss=-2.47, Synergy_Loewe=-2.32, Synergy_HSA=-1.86. (6) Drug 1: C#CCC(CC1=CN=C2C(=N1)C(=NC(=N2)N)N)C3=CC=C(C=C3)C(=O)NC(CCC(=O)O)C(=O)O. Drug 2: C1C(C(OC1N2C=NC(=NC2=O)N)CO)O. Cell line: K-562. Synergy scores: CSS=37.1, Synergy_ZIP=0.464, Synergy_Bliss=1.54, Synergy_Loewe=6.07, Synergy_HSA=6.23.